From a dataset of Catalyst prediction with 721,799 reactions and 888 catalyst types from USPTO. Predict which catalyst facilitates the given reaction. (1) Reactant: [Cl:1][CH2:2][CH2:3][C:4]([NH:6][C:7]1[CH:8]=[N:9][C:10]2[C:15]([C:16]=1Cl)=[CH:14][CH:13]=[CH:12][CH:11]=2)=O.Cl.[CH2:19]([O:26][NH2:27])[C:20]1[CH:25]=[CH:24][CH:23]=[CH:22][CH:21]=1. Product: [CH2:19]([O:26][N:27]1[C:16]2[C:15]3[CH:14]=[CH:13][CH:12]=[CH:11][C:10]=3[N:9]=[CH:8][C:7]=2[N:6]=[C:4]1[CH2:3][CH2:2][Cl:1])[C:20]1[CH:25]=[CH:24][CH:23]=[CH:22][CH:21]=1. The catalyst class is: 32. (2) Reactant: [BH4-].[Na+].CO.[Cl-].[CH2:6]([N:10]1[C:14]2[C:15](=[O:20])[N:16]([CH3:19])[N:17]=[CH:18][C:13]=2[N:12]=[C:11]1[C:21]1[CH:26]=[CH:25][N+:24]([CH2:27][C:28]2[CH:33]=[CH:32][C:31]([O:34][CH3:35])=[CH:30][CH:29]=2)=[CH:23][CH:22]=1)[C:7]#[C:8][CH3:9].Cl. Product: [CH2:6]([N:10]1[C:14]2[C:15](=[O:20])[N:16]([CH3:19])[N:17]=[CH:18][C:13]=2[N:12]=[C:11]1[C:21]1[CH2:26][CH2:25][N:24]([CH2:27][C:28]2[CH:33]=[CH:32][C:31]([O:34][CH3:35])=[CH:30][CH:29]=2)[CH2:23][CH:22]=1)[C:7]#[C:8][CH3:9]. The catalyst class is: 6. (3) Reactant: [F:1][C:2]1[CH:3]=[C:4]2[C:8](=[CH:9][CH:10]=1)[N:7]([CH2:11][C:12]([O:14][CH3:15])=[O:13])[C:6]([CH3:16])=[C:5]2[CH2:17][C:18]1[CH:23]=[CH:22][C:21](=[O:24])[NH:20][N:19]=1.[F:25][C:26]1[CH:33]=[C:32]([F:34])[CH:31]=[CH:30][C:27]=1[CH2:28]Br.C(=O)([O-])[O-].[K+].[K+].CN(C=O)C. Product: [F:25][C:26]1[CH:33]=[C:32]([F:34])[CH:31]=[CH:30][C:27]=1[CH2:28][N:20]1[C:21](=[O:24])[CH:22]=[CH:23][C:18]([CH2:17][C:5]2[C:4]3[C:8](=[CH:9][CH:10]=[C:2]([F:1])[CH:3]=3)[N:7]([CH2:11][C:12]([O:14][CH3:15])=[O:13])[C:6]=2[CH3:16])=[N:19]1. The catalyst class is: 6. (4) Reactant: [F:1][C:2]([F:11])([F:10])[C:3]1[CH:4]=[C:5]([NH2:9])[CH:6]=[N:7][CH:8]=1.C[Si]([NH-])(C)C.C[Si]([NH-])(C)C.[Na+].[Na+].[C:24]([O:28][C:29](O[C:29]([O:28][C:24]([CH3:27])([CH3:26])[CH3:25])=[O:30])=[O:30])([CH3:27])([CH3:26])[CH3:25]. Product: [F:11][C:2]([F:1])([F:10])[C:3]1[CH:4]=[C:5]([NH:9][C:29](=[O:30])[O:28][C:24]([CH3:27])([CH3:26])[CH3:25])[CH:6]=[N:7][CH:8]=1. The catalyst class is: 1. (5) The catalyst class is: 529. Product: [NH:3]1[C:4]2[CH:9]=[CH:8][CH:7]=[CH:6][C:5]=2[N:1]=[C:2]1[C:10]1[C:14]([NH:15][C:16](=[O:20])[CH:17]([CH3:19])[CH3:18])=[CH:13][NH:12][N:11]=1. Reactant: [NH:1]1[C:5]2[CH:6]=[CH:7][CH:8]=[CH:9][C:4]=2[N:3]=[C:2]1[C:10]1[C:14]([NH2:15])=[CH:13][NH:12][N:11]=1.[C:16](Cl)(=[O:20])[CH:17]([CH3:19])[CH3:18].O.